From a dataset of Full USPTO retrosynthesis dataset with 1.9M reactions from patents (1976-2016). Predict the reactants needed to synthesize the given product. (1) Given the product [C:9]([C:10]1[C:15]([CH2:16][C:17]([O:19][CH2:20][CH3:21])=[O:18])=[CH:14][N:13]=[CH:12][N:11]=1)#[CH:8], predict the reactants needed to synthesize it. The reactants are: C([Si]([C:8]#[C:9][C:10]1[C:15]([CH2:16][C:17]([O:19][CH2:20][CH3:21])=[O:18])=[CH:14][N:13]=[CH:12][N:11]=1)(CC)CC)C.C(O)(=O)C.CCCC[N+](CCCC)(CCCC)CCCC.[F-].C([O-])(O)=O.[Na+]. (2) Given the product [C:17]([O:21][C:22](=[O:28])[NH:23][S:24](=[O:26])(=[O:25])[NH:2][CH2:3][CH2:4][O:5][N:6]1[C:7](=[O:16])[C:8]2[C:13](=[CH:12][CH:11]=[CH:10][CH:9]=2)[C:14]1=[O:15])([CH3:20])([CH3:18])[CH3:19], predict the reactants needed to synthesize it. The reactants are: Cl.[NH2:2][CH2:3][CH2:4][O:5][N:6]1[C:14](=[O:15])[C:13]2[C:8](=[CH:9][CH:10]=[CH:11][CH:12]=2)[C:7]1=[O:16].[C:17]([O:21][C:22](=[O:28])[NH:23][S:24](Cl)(=[O:26])=[O:25])([CH3:20])([CH3:19])[CH3:18].C(N(CC)CC)C. (3) Given the product [CH3:1][O:2][C:3](=[O:28])[NH:4][CH:5]([C:9]([N:11]1[CH2:15][CH2:14][CH2:13][CH:12]1[C:16]1[NH:17][C:18]([C:21]2[CH:26]=[CH:25][C:24]([C:34]#[C:33][Si:29]([CH3:32])([CH3:31])[CH3:30])=[CH:23][CH:22]=2)=[CH:19][N:20]=1)=[O:10])[CH:6]([CH3:8])[CH3:7], predict the reactants needed to synthesize it. The reactants are: [CH3:1][O:2][C:3](=[O:28])[NH:4][CH:5]([C:9]([N:11]1[CH2:15][CH2:14][CH2:13][CH:12]1[C:16]1[NH:17][C:18]([C:21]2[CH:26]=[CH:25][C:24](Br)=[CH:23][CH:22]=2)=[CH:19][N:20]=1)=[O:10])[CH:6]([CH3:8])[CH3:7].[Si:29]([C:33]#[CH:34])([CH3:32])([CH3:31])[CH3:30].C(N(CC)CC)C.N#N. (4) Given the product [O:27]1[C:23]2[CH:22]=[CH:21][C:20]([C:18](=[O:19])[CH2:17][CH2:16][C:15]([NH:14][C:4]3[CH:3]=[C:2]([C:66]4[CH:67]=[CH:68][C:63]([O:62][CH3:61])=[CH:64][CH:65]=4)[CH:7]=[C:6]([C:8]4[CH:13]=[CH:12][CH:11]=[CH:10][CH:9]=4)[N:5]=3)=[O:29])=[CH:28][C:24]=2[CH2:25][CH2:26]1, predict the reactants needed to synthesize it. The reactants are: Cl[C:2]1[CH:7]=[C:6]([C:8]2[CH:13]=[CH:12][CH:11]=[CH:10][CH:9]=2)[N:5]=[C:4]([NH:14][C:15](=[O:29])[CH2:16][CH2:17][C:18]([C:20]2[CH:21]=[CH:22][C:23]3[O:27][CH2:26][CH2:25][C:24]=3[CH:28]=2)=[O:19])[CH:3]=1.C1(C2C=CC=CC=2)C=CC=CC=1P(C1CCCCC1)C1CCCCC1.C(=O)([O-])[O-].[K+].[K+].[CH3:61][O:62][C:63]1[CH:68]=[CH:67][C:66](B(O)O)=[CH:65][CH:64]=1. (5) Given the product [NH2:12][C@H:13]([C:18]([OH:20])=[O:19])[C:14]([CH3:17])([CH3:16])[CH3:15].[CH3:1][C:2]1[CH:7]=[CH:6][C:5]([S:8]([OH:11])(=[O:10])=[O:9])=[CH:4][CH:3]=1, predict the reactants needed to synthesize it. The reactants are: [CH3:1][C:2]1[CH:3]=[CH:4][C:5]([S:8]([OH:11])(=[O:10])=[O:9])=[CH:6][CH:7]=1.[NH2:12][C@H:13]([C:18]([OH:20])=[O:19])[C:14]([CH3:17])([CH3:16])[CH3:15]. (6) Given the product [O:31]=[C:30]1[C:29]2[C:24](=[CH:25][CH:26]=[CH:27][CH:28]=2)[NH:23][CH:22]=[C:21]1[C:19]([NH:18][C:15]1[CH:16]=[C:17]2[C:12]([CH2:11][CH2:10][CH2:9][NH:8]2)=[CH:13][CH:14]=1)=[O:20], predict the reactants needed to synthesize it. The reactants are: C(OC([N:8]1[C:17]2[C:12](=[CH:13][CH:14]=[C:15]([NH:18][C:19]([C:21]3[C:30](=[O:31])[C:29]4[C:24](=[CH:25][CH:26]=[CH:27][CH:28]=4)[NH:23][CH:22]=3)=[O:20])[CH:16]=2)[CH2:11][CH2:10][CH2:9]1)=O)(C)(C)C.C(O)(C(F)(F)F)=O. (7) The reactants are: [N+:1]([C:4]1[CH:5]=[C:6]([CH:12]=[CH:13][CH:14]=1)[CH:7]=[CH:8][C:9](O)=[O:10])([O-:3])=[O:2].C(OCC)(=O)C.S(Cl)([Cl:23])=O.Cl. Given the product [N+:1]([C:4]1[CH:5]=[C:6]([CH:12]=[CH:13][CH:14]=1)[CH:7]=[CH:8][C:9]([Cl:23])=[O:10])([O-:3])=[O:2], predict the reactants needed to synthesize it. (8) Given the product [O:37]=[C:38]1[NH:43][C:42](=[O:44])[CH:41]=[CH:40][N:39]1[CH2:45][C:46]([N:28]1[CH2:29][CH2:30][C@H:25]([NH:24][CH2:23][C:14]2[CH:13]=[C:12]([C:5]3[CH:6]=[CH:7][C:8]([C:10]#[N:11])=[CH:9][C:4]=3[F:3])[CH:17]=[CH:16][C:15]=2[O:18][C:19]([F:21])([F:22])[F:20])[C@H:26]([C:31]2[CH:32]=[CH:33][CH:34]=[CH:35][CH:36]=2)[CH2:27]1)=[O:47], predict the reactants needed to synthesize it. The reactants are: Cl.Cl.[F:3][C:4]1[CH:9]=[C:8]([C:10]#[N:11])[CH:7]=[CH:6][C:5]=1[C:12]1[CH:17]=[CH:16][C:15]([O:18][C:19]([F:22])([F:21])[F:20])=[C:14]([CH2:23][NH:24][C@H:25]2[CH2:30][CH2:29][NH:28][CH2:27][C@H:26]2[C:31]2[CH:36]=[CH:35][CH:34]=[CH:33][CH:32]=2)[CH:13]=1.[O:37]=[C:38]1[NH:43][C:42](=[O:44])[CH:41]=[CH:40][N:39]1[CH2:45][C:46](O)=[O:47].